This data is from Full USPTO retrosynthesis dataset with 1.9M reactions from patents (1976-2016). The task is: Predict the reactants needed to synthesize the given product. (1) Given the product [NH2:7][CH:8]1[CH2:13][CH2:12][N:11]([C:14]2[N:15]([CH3:31])[C:16](=[O:30])[C:17]([Cl:29])=[C:18]([C:20]3[CH:25]=[CH:24][C:23]([C:26]#[N:27])=[C:22]([F:28])[CH:21]=3)[N:19]=2)[CH2:10][CH2:9]1, predict the reactants needed to synthesize it. The reactants are: C(OC(=O)[NH:7][CH:8]1[CH2:13][CH2:12][N:11]([C:14]2[N:15]([CH3:31])[C:16](=[O:30])[C:17]([Cl:29])=[C:18]([C:20]3[CH:25]=[CH:24][C:23]([C:26]#[N:27])=[C:22]([F:28])[CH:21]=3)[N:19]=2)[CH2:10][CH2:9]1)(C)(C)C.Cl. (2) Given the product [NH2:24][C:23]1[C:18]([C:10]2[CH:11]=[CH:12][C:13]([O:14][CH2:15][C:16]#[CH:17])=[C:8]([O:7][CH3:6])[CH:9]=2)=[N:19][CH:20]=[CH:21][CH:22]=1, predict the reactants needed to synthesize it. The reactants are: C(O)(=O)C.O.[CH3:6][O:7][C:8]1[CH:9]=[C:10]([C:18]2[C:23]([N+:24]([O-])=O)=[CH:22][CH:21]=[CH:20][N:19]=2)[CH:11]=[CH:12][C:13]=1[O:14][CH2:15][C:16]#[CH:17].C(=O)(O)[O-].[Na+]. (3) Given the product [CH:1](=[C:17]1[C@:16]2([CH3:32])[C@H:20]([C@H:21]3[C@H:13]([CH2:14][CH2:15]2)[C@:12]2([CH2:11][OH:10])[C@H:28]([CH2:27][C@:26]([CH3:29])([OH:30])[CH2:25][CH2:24]2)[CH2:23][CH2:22]3)[CH2:19][CH2:18]1)[CH3:2], predict the reactants needed to synthesize it. The reactants are: [CH3:1][C:2]([O-])(C)C.[K+].C([O:10][CH2:11][C@:12]12[CH2:28][CH2:27][C@:26]([OH:30])([CH3:29])[CH2:25][C@@H:24]1[CH2:23][CH2:22][C@@H:21]1[C@@H:13]2[CH2:14][CH2:15][C@@:16]2([CH3:32])[C@H:20]1[CH2:19][CH2:18][C:17]2=O)(=O)C. (4) Given the product [C:1]([C@@H:9]1[CH2:14][C@@H:13]([OH:15])[CH2:12][C@H:11]([O:23][S:24]([CH3:27])(=[O:26])=[O:25])[C@H:10]1[CH2:28][C:29](=[O:36])[C:30]1[CH:31]=[CH:32][CH:33]=[CH:34][CH:35]=1)(=[O:8])[C:2]1[CH:3]=[CH:4][CH:5]=[CH:6][CH:7]=1, predict the reactants needed to synthesize it. The reactants are: [C:1]([C@@H:9]1[CH2:14][C@H:13]([O:15][Si](C(C)(C)C)(C)C)[CH2:12][C@H:11]([O:23][S:24]([CH3:27])(=[O:26])=[O:25])[C@H:10]1[CH2:28][C:29](=[O:36])[C:30]1[CH:35]=[CH:34][CH:33]=[CH:32][CH:31]=1)(=[O:8])[C:2]1[CH:7]=[CH:6][CH:5]=[CH:4][CH:3]=1.CCCC[N+](CCCC)(CCCC)CCCC.[F-].